This data is from Reaction yield outcomes from USPTO patents with 853,638 reactions. The task is: Predict the reaction yield, written as a fraction of the theoretical maximum amount of product (1.0 means a 100% yield; for example, 0.34 means a 34% yield). (1) The reactants are [C:1]12[C:7](=[CH:8][CH:9]=[CH:10][CH:11]=1)[NH:6]C(=O)[O:4][C:2]2=O.C([N:15](CC)CC)C.C[CH2:21][OH:22].O. No catalyst specified. The product is [NH2:6][C:7]1[CH:8]=[CH:9][CH:10]=[CH:11][C:1]=1[C:2]([NH:15][O:22][CH3:21])=[O:4]. The yield is 0.490. (2) The reactants are [CH2:1]([C:3]1[S:7][C:6]([C:8]([O:10]C)=[O:9])=[CH:5][C:4]=1[C:12]1[N:16]([CH3:17])[N:15]=[CH:14][C:13]=1[CH2:18][CH3:19])[CH3:2].[OH-].[Na+]. The catalyst is O1CCCC1. The product is [CH2:1]([C:3]1[S:7][C:6]([C:8]([OH:10])=[O:9])=[CH:5][C:4]=1[C:12]1[N:16]([CH3:17])[N:15]=[CH:14][C:13]=1[CH2:18][CH3:19])[CH3:2]. The yield is 1.00.